From a dataset of Catalyst prediction with 721,799 reactions and 888 catalyst types from USPTO. Predict which catalyst facilitates the given reaction. Reactant: [CH2:1]([OH:7])[CH2:2][O:3][CH2:4][CH2:5][OH:6].[Cl:8][CH2:9][C:10]([OH:12])=O. Product: [Cl:8][CH2:9][C:10]([O:7][CH2:1][CH2:2][O:3][CH2:4][CH2:5][O:6][C:10](=[O:12])[CH2:9][Cl:8])=[O:12]. The catalyst class is: 626.